From a dataset of NCI-60 drug combinations with 297,098 pairs across 59 cell lines. Regression. Given two drug SMILES strings and cell line genomic features, predict the synergy score measuring deviation from expected non-interaction effect. Drug 1: C1=CC=C(C=C1)NC(=O)CCCCCCC(=O)NO. Drug 2: CC12CCC3C(C1CCC2O)C(CC4=C3C=CC(=C4)O)CCCCCCCCCS(=O)CCCC(C(F)(F)F)(F)F. Cell line: SNB-75. Synergy scores: CSS=3.08, Synergy_ZIP=-1.78, Synergy_Bliss=-0.566, Synergy_Loewe=-0.404, Synergy_HSA=-0.124.